From a dataset of Catalyst prediction with 721,799 reactions and 888 catalyst types from USPTO. Predict which catalyst facilitates the given reaction. Reactant: [CH:1]1([C:4]([N:6]2[CH2:10][CH2:9][C@H:8]([NH:11][C:12]3[N:20]=[CH:19][N:18]=[C:17]4[C:13]=3[N:14]=[C:15]([C:23](OCC)=[O:24])[N:16]4[CH2:21][CH3:22])[CH2:7]2)=[O:5])[CH2:3][CH2:2]1.[CH:28]1([CH2:31][NH2:32])[CH2:30][CH2:29]1.O. Product: [CH:1]1([C:4]([N:6]2[CH2:10][CH2:9][C@H:8]([NH:11][C:12]3[N:20]=[CH:19][N:18]=[C:17]4[C:13]=3[N:14]=[C:15]([C:23]([NH:32][CH2:31][CH:28]3[CH2:30][CH2:29]3)=[O:24])[N:16]4[CH2:21][CH3:22])[CH2:7]2)=[O:5])[CH2:3][CH2:2]1. The catalyst class is: 23.